From a dataset of Forward reaction prediction with 1.9M reactions from USPTO patents (1976-2016). Predict the product of the given reaction. (1) Given the reactants [Br:1][C:2]1[CH:11]=[CH:10][C:5]([C:6]([O:8][CH3:9])=[O:7])=[CH:4][CH:3]=1.CO[Na].[H][H], predict the reaction product. The product is: [C:6]([O:8][CH3:9])(=[O:7])[C:5]1[CH:10]=[CH:11][CH:2]=[CH:3][CH:4]=1.[Br:1][C:2]1[CH:11]=[CH:10][C:5]([CH2:6][OH:7])=[CH:4][CH:3]=1. (2) Given the reactants [C:1]1([O:8][CH3:9])[C:2](=[CH:4][CH:5]=[CH:6][CH:7]=1)[OH:3].C(=O)(O)O.[OH:14][CH2:15][CH:16]([CH2:18][OH:19])[OH:17].C(=O)([O-])[O-].[K+].[K+], predict the reaction product. The product is: [C:15]([O:3][C:2]1[C:1]([O:8][CH3:9])=[CH:7][CH:6]=[CH:5][CH:4]=1)(=[O:14])[CH:16]([CH2:18][OH:19])[OH:17]. (3) Given the reactants CS(O[CH2:6][C:7]1[C:12]([CH3:13])=[C:11]([O:14][CH2:15][CH:16]2[CH2:21][O:20][C:19]([CH3:23])([CH3:22])[O:18][CH2:17]2)[C:10]([CH3:24])=[CH:9][N:8]=1)(=O)=O.[SH:25][C:26]1[NH:27][C:28]2[CH:34]=[CH:33][CH:32]=[CH:31][C:29]=2[N:30]=1.C(N(CC)CC)C, predict the reaction product. The product is: [CH3:23][C:19]1([CH3:22])[O:18][CH2:17][CH:16]([CH2:15][O:14][C:11]2[C:10]([CH3:24])=[CH:9][N:8]=[C:7]([CH2:6][S:25][C:26]3[NH:30][C:29]4[CH:31]=[CH:32][CH:33]=[CH:34][C:28]=4[N:27]=3)[C:12]=2[CH3:13])[CH2:21][O:20]1.